Dataset: Catalyst prediction with 721,799 reactions and 888 catalyst types from USPTO. Task: Predict which catalyst facilitates the given reaction. (1) Reactant: C([Li])C[CH2:3][CH3:4].[C:6]1([NH:12][C:13](=[O:23])[C:14]2[CH:19]=[CH:18][C:17](Br)=[CH:16][C:15]=2OC)[CH:11]=[CH:10][CH:9]=[CH:8][CH:7]=1.[B:24](OC(C)C)([O:29]C(C)C)[O:25]C(C)C.Cl. Product: [CH2:6]([NH:12][C:13]([C:14]1[CH:15]=[CH:16][C:17]([B:24]([OH:29])[OH:25])=[CH:18][CH:19]=1)=[O:23])[CH2:11][C:10]1[CH:9]=[CH:8][CH:7]=[CH:4][CH:3]=1. The catalyst class is: 7. (2) Reactant: [Li+].C[Si]([N-][Si](C)(C)C)(C)C.[O:11]1[CH2:16][CH2:15][CH:14]([C:17]#[N:18])[CH2:13][CH2:12]1.[Cl:19][CH2:20][CH2:21][CH2:22]I. Product: [Cl:19][CH2:20][CH2:21][CH2:22][C:14]1([C:17]#[N:18])[CH2:15][CH2:16][O:11][CH2:12][CH2:13]1. The catalyst class is: 116. (3) Reactant: [C:1]([C:5]1[CH:6]=[C:7]([C:15]2[CH:16]=[C:17]([C:28]([O:30][CH3:31])=[O:29])[N:18]([CH3:27])[C:19]=2[CH2:20][CH:21]2[CH2:26][CH2:25][CH2:24][CH2:23][CH2:22]2)[CH:8]=[C:9]([C:11]2([CH3:14])[CH2:13][CH2:12]2)[CH:10]=1)([CH3:4])([CH3:3])[CH3:2].C1C(=O)N([Cl:39])C(=O)C1. Product: [C:1]([C:5]1[CH:6]=[C:7]([C:15]2[C:16]([Cl:39])=[C:17]([C:28]([O:30][CH3:31])=[O:29])[N:18]([CH3:27])[C:19]=2[CH2:20][CH:21]2[CH2:22][CH2:23][CH2:24][CH2:25][CH2:26]2)[CH:8]=[C:9]([C:11]2([CH3:14])[CH2:13][CH2:12]2)[CH:10]=1)([CH3:2])([CH3:3])[CH3:4]. The catalyst class is: 10. (4) Reactant: P(Cl)(Cl)(Cl)(Cl)Cl.[CH2:7]([N:10]1[CH2:15]N(CC=C)CN(CC=C)[CH2:11]1)[CH:8]=[CH2:9].[Cl:22][C:23]1[CH:28]=[CH:27][C:26]([NH:29][C:30]([NH:32][C:33](=[O:42])[C:34]2[C:39]([F:40])=[CH:38][CH:37]=[CH:36][C:35]=2[F:41])=[O:31])=[CH:25][CH:24]=1.C(N(CC)CC)C.[OH-].[Na+]. Product: [CH2:7]([N:10]1[CH2:15][N:29]([C:26]2[CH:27]=[CH:28][C:23]([Cl:22])=[CH:24][CH:25]=2)[C:30](=[O:31])[N:32]([C:33](=[O:42])[C:34]2[C:39]([F:40])=[CH:38][CH:37]=[CH:36][C:35]=2[F:41])[CH2:11]1)[CH:8]=[CH2:9]. The catalyst class is: 4. (5) Reactant: C([O:3][C:4]([CH:6]1[CH:10]([C:11]2[CH:16]=[CH:15][C:14]([NH:17][C:18](=[O:39])[CH2:19][C:20]3[CH:25]=[CH:24][C:23]([NH:26][C:27]([NH:29][C:30]4[CH:35]=[CH:34][CH:33]=[CH:32][C:31]=4[CH3:36])=[O:28])=[C:22]([O:37][CH3:38])[CH:21]=3)=[CH:13][CH:12]=2)[CH2:9][N:8]([C:40](=[O:47])[C:41]2[CH:46]=[CH:45][CH:44]=[CH:43][CH:42]=2)[CH2:7]1)=[O:5])C.[OH-].[Na+]. Product: [C:40]([N:8]1[CH2:9][CH:10]([C:11]2[CH:16]=[CH:15][C:14]([NH:17][C:18](=[O:39])[CH2:19][C:20]3[CH:25]=[CH:24][C:23]([NH:26][C:27]([NH:29][C:30]4[CH:35]=[CH:34][CH:33]=[CH:32][C:31]=4[CH3:36])=[O:28])=[C:22]([O:37][CH3:38])[CH:21]=3)=[CH:13][CH:12]=2)[CH:6]([C:4]([OH:5])=[O:3])[CH2:7]1)(=[O:47])[C:41]1[CH:42]=[CH:43][CH:44]=[CH:45][CH:46]=1. The catalyst class is: 8. (6) Reactant: [NH2:1][C:2]1[N:7]=[CH:6][C:5]([C:8]#[CH:9])=[CH:4][N:3]=1.I[C:11]1[CH:12]=[C:13]([CH:16]=[CH:17][CH:18]=1)[CH2:14][NH2:15].C(N(CC)CC)C. Product: [NH2:15][CH2:14][C:13]1[CH:12]=[C:11]([C:9]#[C:8][C:5]2[CH:4]=[N:3][C:2]([NH2:1])=[N:7][CH:6]=2)[CH:18]=[CH:17][CH:16]=1. The catalyst class is: 870.